Task: Predict the reactants needed to synthesize the given product.. Dataset: Full USPTO retrosynthesis dataset with 1.9M reactions from patents (1976-2016) (1) Given the product [O:26]=[C:19]1[N:20]([CH2:23][CH2:24][CH3:25])[C:21]2[N:22]=[C:14]([C:10]34[CH2:13][C:6]([C:4]([OH:3])=[O:5])([CH2:12][CH2:11]3)[CH2:7][CH2:8][CH2:9]4)[NH:15][C:16]=2[C:17](=[O:30])[N:18]1[CH2:27][CH2:28][CH3:29], predict the reactants needed to synthesize it. The reactants are: C([O:3][C:4]([C:6]12[CH2:13][C:10]([C:14](=O)[NH:15][C:16]3[C:17](=[O:30])[N:18]([CH2:27][CH2:28][CH3:29])[C:19](=[O:26])[N:20]([CH2:23][CH2:24][CH3:25])[C:21]=3[NH2:22])([CH2:11][CH2:12]1)[CH2:9][CH2:8][CH2:7]2)=[O:5])C. (2) The reactants are: [Br:1][C:2]1[NH:3][C:4]([Cl:8])=[C:5]([Cl:7])[N:6]=1.CI.[C:11](=O)([O-])[O-].[K+].[K+]. Given the product [Br:1][C:2]1[N:3]([CH3:11])[C:4]([Cl:8])=[C:5]([Cl:7])[N:6]=1, predict the reactants needed to synthesize it. (3) Given the product [Cl:1][C:2]1[CH:7]=[CH:6][C:5]([C:8]2[N:9]=[C:10]([C:21]3[NH:26][N:25]=[N:24][N:22]=3)[S:11][C:12]=2[C:13]2[CH:18]=[CH:17][C:16]([Cl:19])=[CH:15][C:14]=2[CH3:20])=[C:4]([CH3:23])[CH:3]=1, predict the reactants needed to synthesize it. The reactants are: [Cl:1][C:2]1[CH:7]=[CH:6][C:5]([C:8]2[N:9]=[C:10]([C:21]#[N:22])[S:11][C:12]=2[C:13]2[CH:18]=[CH:17][C:16]([Cl:19])=[CH:15][C:14]=2[CH3:20])=[C:4]([CH3:23])[CH:3]=1.[N-:24]=[N+:25]=[N-:26].[Na+]. (4) Given the product [I-:2].[C:3]([Si:7]([CH3:23])([CH3:22])[O:8][CH:9]1[CH2:10][CH2:11][N:12]([C:15]([N:17]2[CH:21]=[CH:20][N+:19]([CH3:1])=[CH:18]2)=[O:16])[CH2:13][CH2:14]1)([CH3:6])([CH3:5])[CH3:4], predict the reactants needed to synthesize it. The reactants are: [CH3:1][I:2].[C:3]([Si:7]([CH3:23])([CH3:22])[O:8][CH:9]1[CH2:14][CH2:13][N:12]([C:15]([N:17]2[CH:21]=[CH:20][N:19]=[CH:18]2)=[O:16])[CH2:11][CH2:10]1)([CH3:6])([CH3:5])[CH3:4]. (5) Given the product [CH3:34][N:35]([CH3:36])[C:1]([CH2:4][C:5]1[C:13]2[C:8](=[CH:9][CH:10]=[C:11]([F:14])[CH:12]=2)[N:7]([CH2:15][C:16]2[C:17]3[CH:24]=[C:23]([F:25])[CH:22]=[CH:21][C:18]=3[S:19][CH:20]=2)[C:6]=1[C:26]([OH:28])=[O:27])=[O:2], predict the reactants needed to synthesize it. The reactants are: [C:1]([CH2:4][C:5]1[C:13]2[C:8](=[CH:9][CH:10]=[C:11]([F:14])[CH:12]=2)[N:7]([CH2:15][C:16]2[C:17]3[CH:24]=[C:23]([F:25])[CH:22]=[CH:21][C:18]=3[S:19][CH:20]=2)[C:6]=1[C:26]([OH:28])=[O:27])(O)=[O:2].FC1C=C2[C:36](=CC=1)[N:35](CC1C3C=C(F)C=CC=3SC=1)[C:34]1C(=O)OC(=O)CC2=1.CNC.